Dataset: Forward reaction prediction with 1.9M reactions from USPTO patents (1976-2016). Task: Predict the product of the given reaction. The product is: [Cl:1][C:2]1[CH:7]=[C:6]([C:17]2[CH:29]=[CH:28][C:20]3[N:21]=[C:22]([NH:24][C:25](=[O:27])[CH3:26])[S:23][C:19]=3[CH:18]=2)[CH:5]=[CH:4][N:3]=1. Given the reactants [Cl:1][C:2]1[CH:7]=[C:6](I)[CH:5]=[CH:4][N:3]=1.CC1(C)C(C)(C)OB([C:17]2[CH:29]=[CH:28][C:20]3[N:21]=[C:22]([NH:24][C:25](=[O:27])[CH3:26])[S:23][C:19]=3[CH:18]=2)O1.C(=O)([O-])[O-].[Na+].[Na+], predict the reaction product.